From a dataset of Forward reaction prediction with 1.9M reactions from USPTO patents (1976-2016). Predict the product of the given reaction. (1) The product is: [Br:1][C:2]1[CH:3]=[N:4][C:5]2[N:6]([N:8]=[C:9]([C:11]([N:24]3[CH2:23][CH:22]=[C:21]([C:16]4[CH:17]=[CH:18][CH:19]=[CH:20][C:15]=4[F:14])[CH2:26][CH2:25]3)=[O:13])[CH:10]=2)[CH:7]=1. Given the reactants [Br:1][C:2]1[CH:3]=[N:4][C:5]2[N:6]([N:8]=[C:9]([C:11]([OH:13])=O)[CH:10]=2)[CH:7]=1.[F:14][C:15]1[CH:20]=[CH:19][CH:18]=[CH:17][C:16]=1[C:21]1[CH2:22][CH2:23][NH:24][CH2:25][CH:26]=1, predict the reaction product. (2) The product is: [C:27]([C:24]1[CH:23]=[CH:22][C:21]([C:12]2[C:13]([O:16][CH2:17][CH:18]3[CH2:20][CH2:19]3)=[CH:14][CH:15]=[C:10]([CH:5]([CH2:6][CH:7]([CH3:9])[CH3:8])[C:4]([OH:29])=[O:3])[CH:11]=2)=[CH:26][CH:25]=1)#[N:28]. Given the reactants C([O:3][C:4](=[O:29])[CH:5]([C:10]1[CH:11]=[C:12]([C:21]2[CH:26]=[CH:25][C:24]([C:27]#[N:28])=[CH:23][CH:22]=2)[C:13]([O:16][CH2:17][CH:18]2[CH2:20][CH2:19]2)=[CH:14][CH:15]=1)[CH2:6][CH:7]([CH3:9])[CH3:8])C.O.[OH-].[Li+], predict the reaction product. (3) Given the reactants FC(F)(F)S([C:6]1[CH:7]=[C:8]([C:12]2[O:16][N:15]=[C:14]([C:17]3[CH:22]=[CH:21][CH:20]=[CH:19][N:18]=3)[CH:13]=2)[CH:9]=[CH:10][CH:11]=1)(=O)=O.[C-:25]#[N:26].[K+].C1C=CC(P(C2C=CC=CC=2)C2C=CC=CC=2)=CC=1.CCCCCC, predict the reaction product. The product is: [C:25]([C:6]1[CH:7]=[C:8]([C:12]2[O:16][N:15]=[C:14]([C:17]3[CH:22]=[CH:21][CH:20]=[CH:19][N:18]=3)[CH:13]=2)[CH:9]=[CH:10][CH:11]=1)#[N:26]. (4) Given the reactants [F:1][C:2]1[C:3]([N:20]2[C:25](=[O:26])[CH:24]=[C:23]([C:27]([F:30])([F:29])[F:28])[N:22]([CH3:31])[C:21]2=[O:32])=[CH:4][C:5]([O:11][C:12]2[CH:17]=[CH:16][CH:15]=[C:14]([O:18][CH3:19])[CH:13]=2)=[C:6]([N+:8]([O-])=O)[CH:7]=1.O, predict the reaction product. The product is: [F:1][C:2]1[C:3]([N:20]2[C:25](=[O:26])[CH:24]=[C:23]([C:27]([F:28])([F:29])[F:30])[N:22]([CH3:31])[C:21]2=[O:32])=[CH:4][C:5]([O:11][C:12]2[CH:17]=[CH:16][CH:15]=[C:14]([O:18][CH3:19])[CH:13]=2)=[C:6]([CH:7]=1)[NH2:8]. (5) Given the reactants [Na].Cl[C:3]1[N:8]=[C:7]([O:9][C:10]2[CH:11]=[C:12]([CH:15]=[C:16]([CH3:18])[CH:17]=2)[C:13]#[N:14])[C:6]([CH:19]([CH3:21])[CH3:20])=[C:5](Cl)[N:4]=1.[CH2:23]([OH:30])[C:24]1[CH:29]=[CH:28][CH:27]=[CH:26][CH:25]=1, predict the reaction product. The product is: [CH2:23]([O:30][C:3]1[N:8]=[C:7]([O:9][C:10]2[CH:11]=[C:12]([CH:15]=[C:16]([CH3:18])[CH:17]=2)[C:13]#[N:14])[C:6]([CH:19]([CH3:21])[CH3:20])=[C:5]([O:30][CH2:23][C:24]2[CH:29]=[CH:28][CH:27]=[CH:26][CH:25]=2)[N:4]=1)[C:24]1[CH:29]=[CH:28][CH:27]=[CH:26][CH:25]=1. (6) Given the reactants C([O:3][C:4]([C:6]1[CH:32]=[CH:31][CH:30]=[CH:29][C:7]=1[CH2:8][C:9]1[S:10][C:11]2[N:12]=[CH:13][N:14]=[C:15]([NH:18][C:19]3[CH:24]=[CH:23][C:22]([C:25]([F:28])([F:27])[F:26])=[CH:21][CH:20]=3)[C:16]=2[N:17]=1)=[CH2:5])C.Cl, predict the reaction product. The product is: [F:27][C:25]([F:26])([F:28])[C:22]1[CH:23]=[CH:24][C:19]([NH:18][C:15]2[C:16]3[N:17]=[C:9]([CH2:8][C:7]4[CH:29]=[CH:30][CH:31]=[CH:32][C:6]=4[C:4](=[O:3])[CH3:5])[S:10][C:11]=3[N:12]=[CH:13][N:14]=2)=[CH:20][CH:21]=1. (7) The product is: [F:1][C:2]([F:12])([F:13])[C:3]1[CH:4]=[CH:5][C:6]([C:9]2([C:10]#[N:11])[CH2:19][CH2:18][CH2:17][CH2:16][CH2:15]2)=[CH:7][CH:8]=1. Given the reactants [F:1][C:2]([F:13])([F:12])[C:3]1[CH:8]=[CH:7][C:6]([CH2:9][C:10]#[N:11])=[CH:5][CH:4]=1.Br[CH2:15][CH2:16][CH2:17][CH2:18][CH2:19]Br, predict the reaction product. (8) Given the reactants [CH3:1][O:2][C:3]([O:6][CH3:7])([CH3:5])[CH3:4].[OH2:8].[C:9]1(C)[CH:14]=[CH:14][C:9](S(O)(=O)=[O:8])=[CH:10][CH:10]=1.N.CC[OH:23], predict the reaction product. The product is: [C:9](=[CH:4][C:3]([O:6][CH3:7])([O:2][CH3:1])[C:5]([OH:23])=[O:8])([CH3:14])[CH3:10].